Dataset: Reaction yield outcomes from USPTO patents with 853,638 reactions. Task: Predict the reaction yield, written as a fraction of the theoretical maximum amount of product (1.0 means a 100% yield; for example, 0.34 means a 34% yield). The reactants are CN(C)C=O.[F:6][C:7]([F:17])([F:16])[C:8]([N:10]=[C:11]1[NH:15][CH2:14][CH2:13][S:12]1)=[O:9].[Cl:18][C:19]1[CH:24]=[CH:23][C:22]([CH2:25]Cl)=[CH:21][N:20]=1.C(=O)([O-])[O-].[K+].[K+]. The catalyst is O1CCCC1. The product is [Cl:18][C:19]1[N:20]=[CH:21][C:22]([CH2:25][N:15]2[CH2:14][CH2:13][S:12][C:11]2=[N:10][C:8](=[O:9])[C:7]([F:6])([F:16])[F:17])=[CH:23][CH:24]=1. The yield is 0.870.